Dataset: Catalyst prediction with 721,799 reactions and 888 catalyst types from USPTO. Task: Predict which catalyst facilitates the given reaction. (1) Reactant: [O-]P1(OP([O-])(=O)OP([O-])(=O)OP([O-])(=O)O1)=O.[Na+].[Na+].[Na+].[Na+].CCOC(C)=O.[CH:27]1([NH2:32])[CH2:31][CH2:30][CH2:29][CH2:28]1.[OH:33][CH2:34][C:35]1[C:36]([C:50](O)=[O:51])=[N:37][O:38][C:39]=1[C:40]1[CH:45]=[CH:44][C:43]([C:46]([F:49])([F:48])[F:47])=[CH:42][CH:41]=1.C(N(CC)CC)C. Product: [CH:27]1([NH:32][C:50]([C:36]2[C:35]([CH2:34][OH:33])=[C:39]([C:40]3[CH:41]=[CH:42][C:43]([C:46]([F:49])([F:48])[F:47])=[CH:44][CH:45]=3)[O:38][N:37]=2)=[O:51])[CH2:31][CH2:30][CH2:29][CH2:28]1. The catalyst class is: 2. (2) The catalyst class is: 72. Product: [CH2:6]([O:5][P:4]([CH2:9][C:10]1[CH:15]=[CH:14][C:13]([NH:16][C:17]2[N:22]=[C:21]([NH:30][C:31]3[CH:32]=[CH:33][C:34]([N:42]4[CH2:43][CH2:44][CH:45]([C:48]([OH:50])=[O:49])[CH2:46][CH2:47]4)=[C:35]4[C:39]=3[C:38](=[O:40])[N:37]([CH3:41])[CH2:36]4)[C:20]([C:24]([F:26])([F:27])[F:25])=[CH:19][N:18]=2)=[C:12]([O:28][CH3:29])[CH:11]=1)([O:3][CH2:1][CH3:2])=[O:8])[CH3:7].[F:52][C:53]([F:58])([F:57])[C:54]([OH:56])=[O:55]. Reactant: [CH2:1]([O:3][P:4]([CH2:9][C:10]1[CH:15]=[CH:14][C:13]([NH:16][C:17]2[N:22]=[C:21](Cl)[C:20]([C:24]([F:27])([F:26])[F:25])=[CH:19][N:18]=2)=[C:12]([O:28][CH3:29])[CH:11]=1)(=[O:8])[O:5][CH2:6][CH3:7])[CH3:2].[NH2:30][C:31]1[CH:32]=[CH:33][C:34]([N:42]2[CH2:47][CH2:46][CH:45]([C:48]([O:50]C)=[O:49])[CH2:44][CH2:43]2)=[C:35]2[C:39]=1[C:38](=[O:40])[N:37]([CH3:41])[CH2:36]2.[F:52][C:53]([F:58])([F:57])[C:54]([OH:56])=[O:55].C(O)C(F)(F)F.O.[OH-].[Li+]. (3) Reactant: ClC1C(C(OC)=O)=CC(C)=C2C=1C=CN2.[Cl:16][C:17]1[C:25]([C:26]([O:28][CH3:29])=[O:27])=[CH:24][C:23](I)=[C:22]2[C:18]=1[C:19](SC)=[C:20]([CH3:31])[NH:21]2. Product: [Cl:16][C:17]1[C:25]([C:26]([O:28][CH3:29])=[O:27])=[CH:24][CH:23]=[C:22]2[C:18]=1[CH:19]=[C:20]([CH3:31])[NH:21]2. The catalyst class is: 181. (4) Reactant: C(O[C:4](=O)[CH2:5][C:6]1[CH:11]=[CH:10][C:9]([O:12][CH:13]([F:15])[F:14])=[C:8]([O:16][CH3:17])[CH:7]=1)C.[NH2:19][C:20]1[N:24]([CH2:25][CH:26]([OH:28])[CH3:27])[C:23]([C:29]2[CH:34]=[CH:33][CH:32]=[CH:31][CH:30]=2)=[N:22][C:21]=1[C:35]([NH2:37])=[O:36].[Na]. Product: [F:15][CH:13]([F:14])[O:12][C:9]1[CH:10]=[CH:11][C:6]([CH2:5][C:4]2[NH:37][C:35](=[O:36])[C:21]3[N:22]=[C:23]([C:29]4[CH:34]=[CH:33][CH:32]=[CH:31][CH:30]=4)[N:24]([CH2:25][CH:26]([OH:28])[CH3:27])[C:20]=3[N:19]=2)=[CH:7][C:8]=1[O:16][CH3:17]. The catalyst class is: 8. (5) Reactant: [H-].[Na+].[OH:3][C:4]12[CH2:13][CH:8]3[CH2:9][CH:10]([CH2:12][CH:6]([C:7]3=[O:14])[CH2:5]1)[CH2:11]2.[CH3:15]I.[Cl-].[Na+]. Product: [CH3:15][O:3][C:4]12[CH2:13][CH:8]3[CH2:9][CH:10]([CH2:12][CH:6]([C:7]3=[O:14])[CH2:5]1)[CH2:11]2. The catalyst class is: 9.